From a dataset of Forward reaction prediction with 1.9M reactions from USPTO patents (1976-2016). Predict the product of the given reaction. (1) Given the reactants C[O:2][C:3]([C:5]1[S:6][C:7]([C:33]#[C:34][C:35]([CH3:38])([CH3:37])[CH3:36])=[CH:8][C:9]=1[N:10]([C:24]([CH:26]1[CH2:31][CH2:30][CH:29]([CH3:32])[CH2:28][CH2:27]1)=[O:25])[C:11]1[CH:16]=[CH:15][C:14]([O:17][C:18]2[CH:23]=[CH:22][CH:21]=[CH:20][N:19]=2)=[CH:13][CH:12]=1)=[O:4].C1COCC1.CO.O.[OH-].[Li+], predict the reaction product. The product is: [CH3:36][C:35]([CH3:37])([CH3:38])[C:34]#[C:33][C:7]1[S:6][C:5]([C:3]([OH:4])=[O:2])=[C:9]([N:10]([C:24]([CH:26]2[CH2:27][CH2:28][CH:29]([CH3:32])[CH2:30][CH2:31]2)=[O:25])[C:11]2[CH:12]=[CH:13][C:14]([O:17][C:18]3[CH:23]=[CH:22][CH:21]=[CH:20][N:19]=3)=[CH:15][CH:16]=2)[CH:8]=1. (2) Given the reactants [Br:1][CH2:2][CH2:3][CH2:4][CH2:5][CH2:6][CH2:7][O:8][CH2:9][CH2:10][C:11]#[C:12][C:13]1[CH:18]=[CH:17][CH:16]=[C:15]([N+:19]([O-])=O)[CH:14]=1, predict the reaction product. The product is: [Br:1][CH2:2][CH2:3][CH2:4][CH2:5][CH2:6][CH2:7][O:8][CH2:9][CH2:10][CH2:11][CH2:12][C:13]1[CH:14]=[C:15]([CH:16]=[CH:17][CH:18]=1)[NH2:19]. (3) Given the reactants [CH:1]1([CH2:4][N:5]2[CH2:23][CH2:22][C@:12]34[C:13]5[C:14]6[O:21][C@H:11]3[CH2:10][CH2:9][CH2:8][C@@:7]4([O:24][CH3:25])[C@H:6]2[CH2:19][C:18]=5[CH:17]=[CH:16][C:15]=6[OH:20])[CH2:3][CH2:2]1.ClCCl.C[OH:30], predict the reaction product. The product is: [CH:1]1([CH2:4][N+:5]2([O-:30])[CH2:23][CH2:22][C@:12]34[C:13]5[C:14]6[O:21][C@H:11]3[CH2:10][CH2:9][CH2:8][C@@:7]4([O:24][CH3:25])[C@H:6]2[CH2:19][C:18]=5[CH:17]=[CH:16][C:15]=6[OH:20])[CH2:2][CH2:3]1. (4) Given the reactants [H-].[Na+].[C:3](=[O:8])([O:6][CH3:7])OC.[CH2:9]([O:11][C:12](=[O:27])[CH2:13][N:14]1[C:18]([C:19]([F:22])([F:21])[F:20])=[CH:17][C:16]([C:23]([F:26])([F:25])[F:24])=[N:15]1)C.Cl, predict the reaction product. The product is: [CH3:9][O:11][C:12](=[O:27])[CH:13]([N:14]1[C:18]([C:19]([F:21])([F:22])[F:20])=[CH:17][C:16]([C:23]([F:26])([F:24])[F:25])=[N:15]1)[C:3]([O:6][CH3:7])=[O:8]. (5) The product is: [N+:17]([O:20][C@@H:21]([CH2:37][O:38][N+:39]([O-:41])=[O:40])[CH2:22][CH2:23][CH2:24][C:25]([O:16][C@H:15]1[CH2:14][O:13][C@@H:12]2[C@@H:8]([O:7][CH:2]3[CH2:3][CH2:4][CH2:5][CH2:6][O:1]3)[CH2:9][O:10][C@H:11]12)=[O:26])([O-:19])=[O:18]. Given the reactants [O:1]1[CH2:6][CH2:5][CH2:4][CH2:3][CH:2]1[O:7][CH:8]1[CH:12]2[O:13][CH2:14][CH:15]([OH:16])[CH:11]2[O:10][CH2:9]1.[N+:17]([O:20][C@@H:21]([CH2:37][O:38][N+:39]([O-:41])=[O:40])[CH2:22][CH2:23][CH2:24][C:25](O[C@@H]1CO[C@@H]2[C@H](O)CO[C@H]12)=[O:26])([O-:19])=[O:18].CCN=C=NCCCN(C)C, predict the reaction product. (6) The product is: [CH3:12][O:11][C:4]1[CH:3]=[C:2]([NH:13][CH2:14][CH2:15][CH2:16][N:17]2[CH2:21][CH2:20][CH2:19][CH2:18]2)[CH:7]=[CH:6][C:5]=1[N+:8]([O-:10])=[O:9]. Given the reactants F[C:2]1[CH:7]=[CH:6][C:5]([N+:8]([O-:10])=[O:9])=[C:4]([O:11][CH3:12])[CH:3]=1.[NH2:13][CH2:14][CH2:15][CH2:16][N:17]1[CH2:21][CH2:20][CH2:19][CH2:18]1.C(N(C(C)C)CC)(C)C, predict the reaction product. (7) Given the reactants [Cl:1][C:2]1[CH:10]=[C:9]2[C:5]([C:6]([C:11]([N:13]3[CH2:18][CH2:17][CH:16]([C:19]4[C:24]([O:25][CH3:26])=[CH:23][CH:22]=[CH:21][C:20]=4[O:27][CH3:28])[CH2:15][CH2:14]3)=[O:12])=[CH:7][NH:8]2)=[CH:4][CH:3]=1.Cl[CH2:30][C:31]([C:33]1[CH:38]=[CH:37][CH:36]=[CH:35][N:34]=1)=[O:32], predict the reaction product. The product is: [Cl:1][C:2]1[CH:10]=[C:9]2[C:5]([C:6]([C:11]([N:13]3[CH2:14][CH2:15][CH:16]([C:19]4[C:24]([O:25][CH3:26])=[CH:23][CH:22]=[CH:21][C:20]=4[O:27][CH3:28])[CH2:17][CH2:18]3)=[O:12])=[CH:7][N:8]2[CH2:30][C:31]([C:33]2[CH:38]=[CH:37][CH:36]=[CH:35][N:34]=2)=[O:32])=[CH:4][CH:3]=1.